This data is from Full USPTO retrosynthesis dataset with 1.9M reactions from patents (1976-2016). The task is: Predict the reactants needed to synthesize the given product. (1) Given the product [F:22][C:20]1[C:19]([F:23])=[C:18]2[O:1][CH2:2][C:3]3([CH2:6][CH2:5][CH2:4]3)[N:7]3[CH:8]=[C:9]([C:10]([O:12][CH2:13][CH3:14])=[O:11])[C:15](=[O:26])[C:16]([CH:21]=1)=[C:17]23, predict the reactants needed to synthesize it. The reactants are: [OH:1][CH2:2][C:3]1([NH:7][CH:8]=[C:9]([C:15](=[O:26])[C:16]2[CH:21]=[C:20]([F:22])[C:19]([F:23])=[C:18](F)[C:17]=2F)[C:10]([O:12][CH2:13][CH3:14])=[O:11])[CH2:6][CH2:5][CH2:4]1.[H-].[Na+]. (2) Given the product [F:1][C:2]1[CH:3]=[C:4]([N+:19]([O-:21])=[O:20])[C:5]([NH:9][C@H:10]([C:12]2[N:13]=[CH:14][C:15]([F:18])=[CH:16][N:24]=2)[CH3:11])=[N:6][C:7]=1[F:8], predict the reactants needed to synthesize it. The reactants are: [F:1][C:2]1[CH:3]=[C:4]([N+:19]([O-:21])=[O:20])[C:5]([NH:9][C@H:10]([C:12]2C=[CH:16][C:15]([F:18])=[CH:14][N:13]=2)[CH3:11])=[N:6][C:7]=1[F:8].FC1C(F)=CC([N+]([O-])=O)=C(F)[N:24]=1.Cl.FC1C=NC([C@@H](N)C)=NC=1.